Dataset: Full USPTO retrosynthesis dataset with 1.9M reactions from patents (1976-2016). Task: Predict the reactants needed to synthesize the given product. (1) Given the product [Cl:9][C:5]1[C:6]([Cl:8])=[CH:7][C:2]([NH:1][C:25](=[O:27])[CH3:26])=[C:3]([NH:10][C:11]([NH:13][C:14]2[CH:19]=[C:18]([C:20]([F:22])([F:23])[F:21])[CH:17]=[CH:16][C:15]=2[Cl:24])=[O:12])[CH:4]=1, predict the reactants needed to synthesize it. The reactants are: [NH2:1][C:2]1[CH:7]=[C:6]([Cl:8])[C:5]([Cl:9])=[CH:4][C:3]=1[NH:10][C:11]([NH:13][C:14]1[CH:19]=[C:18]([C:20]([F:23])([F:22])[F:21])[CH:17]=[CH:16][C:15]=1[Cl:24])=[O:12].[C:25](OC(=O)C)(=[O:27])[CH3:26].O. (2) The reactants are: Br[C:2]1[S:6][CH:5]=[N:4][C:3]=1[NH:7][C:8](=[O:10])[CH3:9].C(=O)([O-])[O-].[K+].[K+].[CH3:17][C:18]1[N:19]=[C:20]([CH2:23][CH2:24][CH3:25])[NH:21][CH:22]=1. Given the product [CH3:17][C:18]1[N:19]=[C:20]([CH2:23][CH2:24][CH3:25])[N:21]([C:2]2[S:6][CH:5]=[N:4][C:3]=2[NH:7][C:8](=[O:10])[CH3:9])[CH:22]=1, predict the reactants needed to synthesize it. (3) Given the product [Cl:15][C:14]1[C:13]2[C:8](=[CH:9][CH:10]=[C:11]([C:20]3[CH:19]=[CH:18][C:17]([CH:23]4[CH2:28][CH2:27][CH2:26][CH2:25][CH2:24]4)=[CH:22][CH:21]=3)[CH:12]=2)[NH:7][C:6]=1[C:4]([OH:3])=[O:5], predict the reactants needed to synthesize it. The reactants are: C([O:3][C:4]([C:6]1[NH:7][C:8]2[C:13]([C:14]=1[Cl:15])=[CH:12][C:11](Br)=[CH:10][CH:9]=2)=[O:5])C.[CH:17]1([C:23]2[CH:28]=[CH:27][C:26](B(O)O)=[CH:25][CH:24]=2)[CH2:22][CH2:21][CH2:20][CH2:19][CH2:18]1. (4) The reactants are: [C:1]([O:5][C:6]([N:8]([CH3:37])[C@@H:9]([CH3:36])[C:10]([NH:12][C@H:13]([C:32]([O:34][CH3:35])=[O:33])[CH2:14][C:15]1[CH:31]=[CH:30][C:18](/[CH:19]=[CH:20]/[C:21]2[CH:29]=[CH:28][C:24]([C:25]([OH:27])=[O:26])=[CH:23][CH:22]=2)=[CH:17][CH:16]=1)=[O:11])=[O:7])([CH3:4])([CH3:3])[CH3:2].[H][H]. Given the product [C:1]([O:5][C:6]([N:8]([CH3:37])[C@@H:9]([CH3:36])[C:10]([NH:12][C@H:13]([C:32]([O:34][CH3:35])=[O:33])[CH2:14][C:15]1[CH:16]=[CH:17][C:18]([CH2:19][CH2:20][C:21]2[CH:22]=[CH:23][C:24]([C:25]([OH:27])=[O:26])=[CH:28][CH:29]=2)=[CH:30][CH:31]=1)=[O:11])=[O:7])([CH3:2])([CH3:4])[CH3:3], predict the reactants needed to synthesize it. (5) Given the product [CH3:1][NH:2][CH:10]1[CH2:15][CH2:14][C:13]([C:16]2[C:24]3[C:19](=[CH:20][C:21]([NH:25][C:26]([C:28]4[S:29][CH:30]=[CH:31][CH:32]=4)=[NH:27])=[CH:22][CH:23]=3)[NH:18][CH:17]=2)=[CH:12][CH2:11]1, predict the reactants needed to synthesize it. The reactants are: [CH3:1][N:2]([CH:10]1[CH2:15][CH2:14][C:13]([C:16]2[C:24]3[C:19](=[CH:20][C:21]([NH:25][C:26]([C:28]4[S:29][CH:30]=[CH:31][CH:32]=4)=[NH:27])=[CH:22][CH:23]=3)[NH:18][CH:17]=2)=[CH:12][CH2:11]1)C(=O)OC(C)(C)C.C(O)(C(F)(F)F)=O. (6) Given the product [NH2:14][CH2:15][C:16]1[CH:25]=[CH:24][CH:23]=[C:22]2[C:17]=1[CH:18]=[C:19]([C:27]1[CH:32]=[CH:31][C:30]([CH2:33][N:34]3[CH:38]=[CH:37][N:36]=[C:35]3[CH2:39][O:40][CH3:41])=[CH:29][CH:28]=1)[NH:20][C:21]2=[O:26], predict the reactants needed to synthesize it. The reactants are: Cl.O1CCOCC1.C(OC(=O)[NH:14][CH2:15][C:16]1[CH:25]=[CH:24][CH:23]=[C:22]2[C:17]=1[CH:18]=[C:19]([C:27]1[CH:32]=[CH:31][C:30]([CH2:33][N:34]3[CH:38]=[CH:37][N:36]=[C:35]3[CH2:39][O:40][CH3:41])=[CH:29][CH:28]=1)[NH:20][C:21]2=[O:26])(C)(C)C. (7) Given the product [OH:15][C:16]1[CH:17]=[C:18]([C:22]2[CH:34]=[CH:33][C:25]([C:26]([OH:28])=[O:27])=[C:24]([NH:35][C:36]([C:38]3[CH:39]=[N:40][CH:41]=[C:42]([C:44]4[CH:45]=[CH:46][CH:47]=[CH:48][CH:49]=4)[CH:43]=3)=[O:37])[CH:23]=2)[CH:19]=[CH:20][CH:21]=1, predict the reactants needed to synthesize it. The reactants are: FC(F)(F)C(O)=O.C(OC([O:15][C:16]1[CH:17]=[C:18]([C:22]2[CH:34]=[CH:33][C:25]([C:26]([O:28]C(C)(C)C)=[O:27])=[C:24]([NH:35][C:36]([C:38]3[CH:39]=[N:40][CH:41]=[C:42]([C:44]4[CH:49]=[CH:48][CH:47]=[CH:46][CH:45]=4)[CH:43]=3)=[O:37])[CH:23]=2)[CH:19]=[CH:20][CH:21]=1)=O)(C)(C)C. (8) Given the product [Cl:1][C:2]1[CH:3]=[CH:4][C:5]([O:8][CH2:31][C@@H:29]2[CH2:30][O:28]2)=[CH:6][N:7]=1, predict the reactants needed to synthesize it. The reactants are: [Cl:1][C:2]1[N:7]=[CH:6][C:5]([OH:8])=[CH:4][CH:3]=1.C1(P(C2C=CC=CC=2)C2C=CC=CC=2)C=CC=CC=1.[O:28]1[CH2:30][C@H:29]1[CH2:31]O.CCOC(/N=N/C(OCC)=O)=O. (9) Given the product [CH2:1]([O:3][C:4](=[O:15])[CH2:5][C:6]1[NH:7][C:8](=[O:13])[CH:9]=[C:10]([Cl:12])[N:11]=1)[CH3:2], predict the reactants needed to synthesize it. The reactants are: [CH2:1]([O:3][C:4](=[O:15])[CH2:5][C:6]1[N:11]=[C:10]([Cl:12])[CH:9]=[C:8]([O:13]C)[N:7]=1)[CH3:2].C(#N)C.[I-].[K+].C[Si](C)(C)Cl. (10) Given the product [CH:3]([C:6]1[C:7]([O:14][CH2:15][CH2:16][CH3:17])=[C:8]([CH:11]=[CH:12][CH:13]=1)[CH2:9][CH2:1][NH2:2])([CH3:5])[CH3:4], predict the reactants needed to synthesize it. The reactants are: [CH3:1][NH2:2].[CH:3]([C:6]1[C:7]([O:14][CH2:15][CH2:16][CH3:17])=[C:8]([CH:11]=[CH:12][CH:13]=1)[CH:9]=O)([CH3:5])[CH3:4].[BH4-].[Na+].